Dataset: Forward reaction prediction with 1.9M reactions from USPTO patents (1976-2016). Task: Predict the product of the given reaction. (1) Given the reactants [CH2:1]([OH:6])[C:2]([F:5])([F:4])[F:3].CC(C)([O-])C.[K+].F[C:14]1[CH:21]=[C:20]([O:22][CH2:23][C:24]2[S:28][C:27]([C:29]3[CH:34]=[CH:33][C:32]([C:35]([F:38])([F:37])[F:36])=[CH:31][CH:30]=3)=[N:26][C:25]=2[CH2:39][N:40]2[CH2:45][CH2:44][CH:43]([C:46]([F:49])([F:48])[F:47])[CH2:42][CH2:41]2)[C:19]([F:50])=[CH:18][C:15]=1[C:16]#[N:17].O, predict the reaction product. The product is: [F:50][C:19]1[C:20]([O:22][CH2:23][C:24]2[S:28][C:27]([C:29]3[CH:30]=[CH:31][C:32]([C:35]([F:37])([F:38])[F:36])=[CH:33][CH:34]=3)=[N:26][C:25]=2[CH2:39][N:40]2[CH2:45][CH2:44][CH:43]([C:46]([F:49])([F:47])[F:48])[CH2:42][CH2:41]2)=[CH:21][C:14]([O:6][CH2:1][C:2]([F:5])([F:4])[F:3])=[C:15]([CH:18]=1)[C:16]#[N:17]. (2) Given the reactants [N+:1]([C:4]1[CH:5]=[N:6][N:7]([CH2:9][CH2:10][NH:11]C(=O)OC(C)(C)C)[CH:8]=1)([O-:3])=[O:2].[C:19]([OH:25])([C:21]([F:24])([F:23])[F:22])=[O:20], predict the reaction product. The product is: [OH:25][C:19]([C:21]([F:24])([F:23])[F:22])=[O:20].[N+:1]([C:4]1[CH:5]=[N:6][N:7]([CH2:9][CH2:10][NH2:11])[CH:8]=1)([O-:3])=[O:2].